Predict the reactants needed to synthesize the given product. From a dataset of Full USPTO retrosynthesis dataset with 1.9M reactions from patents (1976-2016). (1) Given the product [CH3:1][O:2][C:3]1[CH:13]=[CH:12][C:6]([O:7][CH2:8][CH2:9][CH2:10][NH2:11])=[CH:5][CH:4]=1, predict the reactants needed to synthesize it. The reactants are: [CH3:1][O:2][C:3]1[CH:13]=[CH:12][C:6]([O:7][CH2:8][CH2:9][C:10]#[N:11])=[CH:5][CH:4]=1.[OH-].[Na+].C1(C)C=CC=CC=1. (2) Given the product [Cl:38][C:39]1[CH:47]=[CH:46][C:45]2[N:44]([C:48]#[C:49][C:2]3[CH:7]=[N:6][C:5]([C:8]([F:11])([F:10])[F:9])=[CH:4][CH:3]=3)[C:43]3[CH2:50][CH2:51][N:52]([CH3:54])[CH2:53][C:42]=3[C:41]=2[CH:40]=1, predict the reactants needed to synthesize it. The reactants are: Br[C:2]1[CH:3]=[CH:4][C:5]([C:8]([F:11])([F:10])[F:9])=[N:6][CH:7]=1.C1(P(C2C=CC=CC=2)C2C=CC=CC=2)C=CC=CC=1.C(N(CC)CC)C.[Cl:38][C:39]1[CH:47]=[CH:46][C:45]2[N:44]([C:48]#[CH:49])[C:43]3[CH2:50][CH2:51][N:52]([CH3:54])[CH2:53][C:42]=3[C:41]=2[CH:40]=1.